Dataset: Full USPTO retrosynthesis dataset with 1.9M reactions from patents (1976-2016). Task: Predict the reactants needed to synthesize the given product. Given the product [CH3:2][O:3][C:4]1[N:5]=[C:6]2[C:11](=[CH:12][CH:13]=1)[N:10]=[CH:9][CH:8]=[C:7]2[C:14]1[CH:19]=[CH:18][C:17]([CH2:20][CH2:21][NH:22][S:41]([C:38]2[CH:39]=[CH:40][C:34]3[S:33][CH2:32][C:31](=[O:30])[NH:36][C:35]=3[CH:37]=2)(=[O:43])=[O:42])=[CH:16][CH:15]=1, predict the reactants needed to synthesize it. The reactants are: Cl.[CH3:2][O:3][C:4]1[N:5]=[C:6]2[C:11](=[CH:12][CH:13]=1)[N:10]=[CH:9][CH:8]=[C:7]2[C:14]1[CH:19]=[CH:18][C:17]([CH2:20][CH2:21][NH2:22])=[CH:16][CH:15]=1.C(N(CC)CC)C.[O:30]=[C:31]1[NH:36][C:35]2[CH:37]=[C:38]([S:41](Cl)(=[O:43])=[O:42])[CH:39]=[CH:40][C:34]=2[S:33][CH2:32]1.